From a dataset of Full USPTO retrosynthesis dataset with 1.9M reactions from patents (1976-2016). Predict the reactants needed to synthesize the given product. (1) Given the product [OH:1][C:2]1[CH:7]=[CH:6][C:5]([N:8]([CH3:45])[C:9]([C:11]2[CH:12]=[C:13]([C:20]3[CH:21]=[C:22]4[C:26](=[CH:27][C:28]=3[C:29]([N:31]3[C@H:40]([CH3:41])[CH2:39][C:38]5[C:33](=[CH:34][CH:35]=[CH:36][CH:37]=5)[CH2:32]3)=[O:30])[CH2:25][N:24]([C:42]([NH:50][CH3:49])=[O:43])[CH2:23]4)[N:14]3[C:19]=2[CH2:18][CH2:17][CH2:16][CH2:15]3)=[O:10])=[CH:4][CH:3]=1, predict the reactants needed to synthesize it. The reactants are: [OH:1][C:2]1[CH:7]=[CH:6][C:5]([N:8]([CH3:45])[C:9]([C:11]2[CH:12]=[C:13]([C:20]3[CH:21]=[C:22]4[C:26](=[CH:27][C:28]=3[C:29]([N:31]3[C@H:40]([CH3:41])[CH2:39][C:38]5[C:33](=[CH:34][CH:35]=[CH:36][CH:37]=5)[CH2:32]3)=[O:30])[CH2:25][N:24]([C:42](Cl)=[O:43])[CH2:23]4)[N:14]3[C:19]=2[CH2:18][CH2:17][CH2:16][CH2:15]3)=[O:10])=[CH:4][CH:3]=1.CN.C[CH2:49][N:50](C(C)C)C(C)C. (2) The reactants are: [ClH:1].[OH:2][C@H:3]([CH2:22][O:23][C:24]1[CH:29]=[CH:28][CH:27]=[CH:26][CH:25]=1)[CH2:4][NH:5][CH:6]1[CH2:12][C:11]2[CH:13]=[C:14]([CH2:17][NH:18]C(=O)C)[CH:15]=[CH:16][C:10]=2[CH2:9][CH2:8][CH2:7]1.Cl. Given the product [ClH:1].[ClH:1].[NH2:18][CH2:17][C:14]1[CH:15]=[CH:16][C:10]2[CH2:9][CH2:8][CH2:7][CH:6]([NH:5][CH2:4][C@H:3]([OH:2])[CH2:22][O:23][C:24]3[CH:29]=[CH:28][CH:27]=[CH:26][CH:25]=3)[CH2:12][C:11]=2[CH:13]=1, predict the reactants needed to synthesize it. (3) Given the product [CH3:27][O:28][C:29]1[N:34]=[C:33](/[CH:35]=[CH:36]/[C:37]([NH:46][N:47]2[CH2:52][CH2:51][CH2:50][CH:49]([C:53]3[CH:58]=[CH:57][CH:56]=[CH:55][C:54]=3[C:59]([F:60])([F:61])[F:62])[C:48]2=[O:63])=[O:39])[CH:32]=[CH:31][C:30]=1[N:40]1[CH:44]=[C:43]([CH3:45])[N:42]=[CH:41]1, predict the reactants needed to synthesize it. The reactants are: C1C=CC2N(O)N=NC=2C=1.C(N(C(C)C)CC)(C)C.FC(F)(F)C(O)=O.[CH3:27][O:28][C:29]1[N:34]=[C:33](/[CH:35]=[CH:36]/[C:37]([OH:39])=O)[CH:32]=[CH:31][C:30]=1[N:40]1[CH:44]=[C:43]([CH3:45])[N:42]=[CH:41]1.[NH2:46][N:47]1[CH2:52][CH2:51][CH2:50][CH:49]([C:53]2[CH:58]=[CH:57][CH:56]=[CH:55][C:54]=2[C:59]([F:62])([F:61])[F:60])[C:48]1=[O:63].C(=O)(O)[O-].[Na+].